This data is from Forward reaction prediction with 1.9M reactions from USPTO patents (1976-2016). The task is: Predict the product of the given reaction. (1) Given the reactants [F:1][C:2]1[CH:3]=[N:4][C:5]2[C:10]([C:11]=1/[CH:12]=[CH:13]/[C:14]([O:16][CH2:17][CH2:18][CH2:19][CH3:20])=[O:15])=[N:9][C:8]([O:21][CH3:22])=[CH:7][CH:6]=2.[H][H], predict the reaction product. The product is: [F:1][C:2]1[CH:3]=[N:4][C:5]2[C:10]([C:11]=1[CH2:12][CH2:13][C:14]([O:16][CH2:17][CH2:18][CH2:19][CH3:20])=[O:15])=[N:9][C:8]([O:21][CH3:22])=[CH:7][CH:6]=2. (2) Given the reactants Br[C:2]1[CH:10]=[C:9]([C:11]([F:14])([F:13])[F:12])[CH:8]=[CH:7][C:3]=1[C:4]([OH:6])=[O:5].CC1(C)C(C)(C)OB([C:23]2[CH:24]=[CH:25][C:26]([C:29]([NH:31][CH2:32][CH2:33][C:34]([O:36][CH2:37][CH3:38])=[O:35])=[O:30])=[N:27][CH:28]=2)O1.C([O-])([O-])=O.[K+].[K+].Cl, predict the reaction product. The product is: [CH2:37]([O:36][C:34](=[O:35])[CH2:33][CH2:32][NH:31][C:29]([C:26]1[N:27]=[CH:28][C:23]([C:2]2[CH:10]=[C:9]([C:11]([F:14])([F:13])[F:12])[CH:8]=[CH:7][C:3]=2[C:4]([OH:6])=[O:5])=[CH:24][CH:25]=1)=[O:30])[CH3:38]. (3) Given the reactants [Br:1][C:2]1[C:11]2[CH2:10][CH2:9][CH:8]([C:12]3[CH:17]=[CH:16][CH:15]=[CH:14][CH:13]=3)[CH2:7][C:6]=2[C:5]([NH2:18])=[N:4][CH:3]=1.Br[CH:20]([CH3:24])[C:21](=O)[CH3:22], predict the reaction product. The product is: [BrH:1].[Br:1][C:2]1[C:11]2[CH2:10][CH2:9][CH:8]([C:12]3[CH:13]=[CH:14][CH:15]=[CH:16][CH:17]=3)[CH2:7][C:6]=2[C:5]2=[N:18][C:20]([CH3:24])=[C:21]([CH3:22])[N:4]2[CH:3]=1. (4) Given the reactants [Cl:1][C:2]1[C:3]([F:22])=[C:4]([C@:8]([C@@H:16]2[CH2:21][CH2:20][CH2:19][NH:18][CH2:17]2)([OH:15])[CH2:9][CH2:10][CH2:11][CH2:12][O:13][CH3:14])[CH:5]=[CH:6][CH:7]=1.CCN(C(C)C)C(C)C.[N+](C1C=CC([O:39][C:40]([NH:42][C@@H:43]([CH2:61][CH:62]2[CH2:67][CH2:66][CH2:65][CH2:64][CH2:63]2)[C@@H:44]([O:56][Si](C)(C)C)[CH2:45][NH:46][C:47](=[O:55])[O:48][CH2:49][CH2:50][Si:51]([CH3:54])([CH3:53])[CH3:52])=O)=CC=1)([O-])=O, predict the reaction product. The product is: [Cl:1][C:2]1[C:3]([F:22])=[C:4]([C@:8]([C@@H:16]2[CH2:21][CH2:20][CH2:19][N:18]([C:40]([NH:42][C@@H:43]([CH2:61][CH:62]3[CH2:63][CH2:64][CH2:65][CH2:66][CH2:67]3)[C@@H:44]([OH:56])[CH2:45][NH:46][C:47](=[O:55])[O:48][CH2:49][CH2:50][Si:51]([CH3:52])([CH3:54])[CH3:53])=[O:39])[CH2:17]2)([OH:15])[CH2:9][CH2:10][CH2:11][CH2:12][O:13][CH3:14])[CH:5]=[CH:6][CH:7]=1. (5) Given the reactants [F:1][C:2]1[CH:7]=[C:6]([I:8])[CH:5]=[CH:4][C:3]=1[NH:9][C:10]1[C:15]([N+:16]([O-])=O)=[CH:14][N:13]([CH3:19])[C:12](=[O:20])[CH:11]=1, predict the reaction product. The product is: [NH2:16][C:15]1[C:10]([NH:9][C:3]2[CH:4]=[CH:5][C:6]([I:8])=[CH:7][C:2]=2[F:1])=[CH:11][C:12](=[O:20])[N:13]([CH3:19])[CH:14]=1. (6) Given the reactants [F:1][CH:2]([F:13])[O:3][C:4]1[CH:5]=[CH:6][C:7]([C:10]([OH:12])=O)=[N:8][CH:9]=1.[NH2:14][C:15]1[CH:16]=[CH:17][C:18]([F:31])=[C:19]([C@:21]2([CH3:30])[CH2:26][S:25](=[O:28])(=[O:27])[CH2:24][C:23]([NH2:29])=[N:22]2)[CH:20]=1, predict the reaction product. The product is: [NH2:29][C:23]1[CH2:24][S:25](=[O:27])(=[O:28])[CH2:26][C@:21]([C:19]2[CH:20]=[C:15]([NH:14][C:10]([C:7]3[CH:6]=[CH:5][C:4]([O:3][CH:2]([F:1])[F:13])=[CH:9][N:8]=3)=[O:12])[CH:16]=[CH:17][C:18]=2[F:31])([CH3:30])[N:22]=1. (7) Given the reactants [CH3:1][N:2]([CH3:16])[CH2:3][CH2:4][C:5]1[C:13]2[C:8](=[CH:9][CH:10]=[C:11]([CH:14]=[O:15])[CH:12]=2)[NH:7][CH:6]=1, predict the reaction product. The product is: [CH3:16][N:2]([CH3:1])[CH2:3][CH2:4][C:5]1[C:13]2[C:8](=[CH:9][CH:10]=[C:11]([CH2:14][OH:15])[CH:12]=2)[NH:7][CH:6]=1.